This data is from Forward reaction prediction with 1.9M reactions from USPTO patents (1976-2016). The task is: Predict the product of the given reaction. (1) Given the reactants Br[C:2]1[CH:9]=[CH:8][C:5]([C:6]#[N:7])=[C:4]([F:10])[CH:3]=1.C(=O)([O-])[O-].[Cs+].[Cs+].CC1(C)C2C=CC=C(P(C3C=CC=CC=3)C3C=CC=CC=3)C=2OC2C1=CC=CC=2P(C1C=CC=CC=1)C1C=CC=CC=1.[CH:59]1[C:71]2[NH:70][C:69]3[C:64](=[CH:65][CH:66]=[CH:67][CH:68]=3)[C:63]=2[C:62]([C:72]2[CH:73]=[CH:74][C:75]([C:78]#[N:79])=[N:76][CH:77]=2)=[CH:61][CH:60]=1, predict the reaction product. The product is: [C:6]([C:5]1[CH:8]=[CH:9][C:2]([N:70]2[C:71]3[CH:59]=[CH:60][CH:61]=[C:62]([C:72]4[CH:73]=[CH:74][C:75]([C:78]#[N:79])=[N:76][CH:77]=4)[C:63]=3[C:64]3[C:69]2=[CH:68][CH:67]=[CH:66][CH:65]=3)=[CH:3][C:4]=1[F:10])#[N:7]. (2) Given the reactants [H-].[Na+].[CH2:3]([O:5][CH2:6][C:7]1[N:8]([CH2:20][C:21]2([OH:26])[CH2:25][CH2:24][CH2:23][CH2:22]2)[C:9]2[C:18]3[CH:17]=[CH:16][CH:15]=[CH:14][C:13]=3[N:12]=[CH:11][C:10]=2[N:19]=1)[CH3:4].[CH:27]([S:29]([CH3:32])(=[O:31])=[O:30])=[CH2:28].O, predict the reaction product. The product is: [CH2:3]([O:5][CH2:6][C:7]1[N:8]([CH2:20][C:21]2([O:26][CH2:28][CH2:27][S:29]([CH3:32])(=[O:31])=[O:30])[CH2:25][CH2:24][CH2:23][CH2:22]2)[C:9]2[C:18]3[CH:17]=[CH:16][CH:15]=[CH:14][C:13]=3[N:12]=[CH:11][C:10]=2[N:19]=1)[CH3:4]. (3) Given the reactants [C:1]([C:3]1[CH:4]=[C:5]2[N:11]=[C:10]([C:12]([C:19]3[C:27]([O:28][CH3:29])=[CH:26][C:25]([CH3:30])=[C:24]4[C:20]=3[CH:21]=[CH:22][N:23]4C(OC(C)(C)C)=O)([NH:17][CH3:18])[C:13]([F:16])([F:15])[F:14])[NH:9][C:6]2=[N:7][CH:8]=1)#[N:2].C([O-])([O-])=O.[K+].[K+], predict the reaction product. The product is: [F:15][C:13]([F:14])([F:16])[C:12]([C:10]1[NH:9][C:6]2=[N:7][CH:8]=[C:3]([C:1]#[N:2])[CH:4]=[C:5]2[N:11]=1)([C:19]1[C:27]([O:28][CH3:29])=[CH:26][C:25]([CH3:30])=[C:24]2[C:20]=1[CH:21]=[CH:22][NH:23]2)[NH:17][CH3:18]. (4) Given the reactants [Cl:1][C:2]1[CH:3]=[C:4](/[C:12](=[N:16]\[O:17][CH:18]2[CH2:22][CH2:21][CH2:20][CH2:19]2)/[C:13]([OH:15])=O)[CH:5]=[CH:6][C:7]=1[S:8]([CH3:11])(=[O:10])=[O:9].[CH2:23]([N:26]1[CH:30]=[CH:29][C:28]([NH2:31])=[N:27]1)[CH2:24][CH3:25].C(N(CC)C(C)C)(C)C, predict the reaction product. The product is: [Cl:1][C:2]1[CH:3]=[C:4](/[C:12](=[N:16]\[O:17][CH:18]2[CH2:22][CH2:21][CH2:20][CH2:19]2)/[C:13]([NH:31][C:28]2[CH:29]=[CH:30][N:26]([CH2:23][CH2:24][CH3:25])[N:27]=2)=[O:15])[CH:5]=[CH:6][C:7]=1[S:8]([CH3:11])(=[O:9])=[O:10]. (5) Given the reactants [CH2:1]([N:4]1[C:12]2[C:7](=[CH:8][C:9]([O:14]C)=[CH:10][C:11]=2[CH3:13])[C:6]([CH:16]2[CH2:21][CH2:20][N:19]([CH3:22])[CH2:18][CH2:17]2)=[CH:5]1)[CH2:2][CH3:3].Cl.N1C=CC=CC=1, predict the reaction product. The product is: [CH2:1]([N:4]1[C:12]2[C:7](=[CH:8][C:9]([OH:14])=[CH:10][C:11]=2[CH3:13])[C:6]([CH:16]2[CH2:17][CH2:18][N:19]([CH3:22])[CH2:20][CH2:21]2)=[CH:5]1)[CH2:2][CH3:3]. (6) Given the reactants C1CCN2C(=NCCC2)CC1.[C:12]([O:16][C:17]([N:19]1[CH2:23][CH2:22][CH2:21][C@H:20]1[CH2:24][NH:25][C:26]1[CH:31]=[CH:30][C:29]([C:32](=[NH:35])[NH:33][OH:34])=[CH:28][C:27]=1[O:36][C:37]1[CH:42]=[CH:41][C:40]([O:43][CH3:44])=[CH:39][CH:38]=1)=[O:18])([CH3:15])([CH3:14])[CH3:13].[C:45](N1C=CN=C1)(N1C=CN=C1)=[O:46], predict the reaction product. The product is: [C:12]([O:16][C:17]([N:19]1[CH2:23][CH2:22][CH2:21][C@H:20]1[CH2:24][NH:25][C:26]1[CH:31]=[CH:30][C:29]([C:32]2[NH:35][C:45](=[O:46])[O:34][N:33]=2)=[CH:28][C:27]=1[O:36][C:37]1[CH:42]=[CH:41][C:40]([O:43][CH3:44])=[CH:39][CH:38]=1)=[O:18])([CH3:15])([CH3:14])[CH3:13]. (7) Given the reactants C(OC([N:8]1[CH2:13][CH2:12][C:11]([C:22]#[N:23])([C:14]2[CH:19]=[CH:18][C:17]([Cl:20])=[CH:16][C:15]=2[Cl:21])[CH2:10][CH2:9]1)=O)(C)(C)C, predict the reaction product. The product is: [Cl:21][C:15]1[CH:16]=[C:17]([Cl:20])[CH:18]=[CH:19][C:14]=1[C:11]1([C:22]#[N:23])[CH2:12][CH2:13][NH:8][CH2:9][CH2:10]1. (8) Given the reactants [N:1]1[CH:6]=[CH:5][C:4]([CH2:7][NH:8][C:9]2[CH:28]=[CH:27][CH:26]=[CH:25][C:10]=2[C:11]([NH:13][O:14][CH2:15][C:16]2[CH:17]=[C:18]([CH:22]=[CH:23][CH:24]=2)[C:19](O)=[O:20])=[O:12])=[CH:3][CH:2]=1.Cl.[NH:30]1[CH2:35][CH2:34][O:33][CH2:32][CH2:31]1, predict the reaction product. The product is: [N:30]1([C:19]([C:18]2[CH:17]=[C:16]([CH:24]=[CH:23][CH:22]=2)[CH2:15][O:14][NH:13][C:11](=[O:12])[C:10]2[CH:25]=[CH:26][CH:27]=[CH:28][C:9]=2[NH:8][CH2:7][C:4]2[CH:3]=[CH:2][N:1]=[CH:6][CH:5]=2)=[O:20])[CH2:35][CH2:34][O:33][CH2:32][CH2:31]1.